Dataset: Forward reaction prediction with 1.9M reactions from USPTO patents (1976-2016). Task: Predict the product of the given reaction. (1) Given the reactants C([O:4][C@H:5]([CH3:50])[C@H:6]([NH:11][C:12]([C:14]1([CH2:43][C:44]2[CH:49]=[CH:48][CH:47]=[CH:46][CH:45]=2)[CH2:18][CH2:17][CH2:16][N:15]1[C:19]([C@@H:21]1[CH2:25][CH2:24][CH2:23][N:22]1[C:26](=[O:42])[C@@H:27]([NH:34][C:35]([O:37][C:38]([CH3:41])([CH3:40])[CH3:39])=[O:36])[C@H:28]([O:30]C(=O)C)[CH3:29])=[O:20])=[O:13])[C:7](OC)=[O:8])(=O)C.[NH3:51], predict the reaction product. The product is: [NH2:51][C:7](=[O:8])[C@@H:6]([NH:11][C:12]([C:14]1([CH2:43][C:44]2[CH:49]=[CH:48][CH:47]=[CH:46][CH:45]=2)[CH2:18][CH2:17][CH2:16][N:15]1[C:19]([C@@H:21]1[CH2:25][CH2:24][CH2:23][N:22]1[C:26](=[O:42])[C@@H:27]([NH:34][C:35](=[O:36])[O:37][C:38]([CH3:39])([CH3:41])[CH3:40])[C@H:28]([OH:30])[CH3:29])=[O:20])=[O:13])[C@H:5]([OH:4])[CH3:50]. (2) Given the reactants [Br:1][C:2]1[CH:3]=[C:4]([C@@:8]([NH:18][S@@](C(C)(C)C)=O)([CH2:11][C@H:12]([OH:17])[C:13]([F:16])([F:15])[F:14])[CH2:9][F:10])[CH:5]=[CH:6][CH:7]=1.O1CCOCC1.[OH-].[Na+], predict the reaction product. The product is: [NH2:18][C@@:8]([C:4]1[CH:5]=[CH:6][CH:7]=[C:2]([Br:1])[CH:3]=1)([CH2:9][F:10])[CH2:11][C@H:12]([OH:17])[C:13]([F:15])([F:16])[F:14]. (3) Given the reactants [F:1][C:2]([F:20])([F:19])[C:3]1[CH:4]=[C:5]([CH:9]2[CH2:14][NH:13][CH2:12][CH:11]([C:15]([O:17][CH3:18])=[O:16])[CH2:10]2)[CH:6]=[CH:7][CH:8]=1.C(N(CC)CC)C.Cl[C:29]([O:31][C:32]1[CH:37]=[CH:36][C:35]([N+:38]([O-:40])=[O:39])=[CH:34][CH:33]=1)=[O:30], predict the reaction product. The product is: [F:20][C:2]([F:19])([F:1])[C:3]1[CH:4]=[C:5]([CH:9]2[CH2:14][N:13]([C:29]([O:31][C:32]3[CH:33]=[CH:34][C:35]([N+:38]([O-:40])=[O:39])=[CH:36][CH:37]=3)=[O:30])[CH2:12][CH:11]([C:15]([O:17][CH3:18])=[O:16])[CH2:10]2)[CH:6]=[CH:7][CH:8]=1. (4) Given the reactants [Cl:1][C:2]1[C:3]([CH3:22])=[C:4]([C:9]([C:11]2[CH:12]=[N:13][N:14]([C:16]3[CH:21]=[CH:20][CH:19]=[CH:18][CH:17]=3)[CH:15]=2)=[O:10])[C:5]([OH:8])=[CH:6][CH:7]=1.Br[CH2:24][C:25]([O:27]CC)=[O:26], predict the reaction product. The product is: [Cl:1][C:2]1[CH:7]=[CH:6][C:5]([O:8][CH2:24][C:25]([OH:27])=[O:26])=[C:4]([C:9]([C:11]2[CH:12]=[N:13][N:14]([C:16]3[CH:17]=[CH:18][CH:19]=[CH:20][CH:21]=3)[CH:15]=2)=[O:10])[C:3]=1[CH3:22]. (5) Given the reactants [F:1][C:2]([F:32])([F:31])[C:3]1[CH:26]=[C:25]([C:27]([F:30])([F:29])[F:28])[CH:24]=[CH:23][C:4]=1[CH2:5][N:6]1[C:14]2[C:9](=[CH:10][C:11]([CH:15]=[C:16]3[S:20][C:19](=[O:21])[NH:18][C:17]3=[O:22])=[CH:12][CH:13]=2)[CH:8]=[N:7]1.[C:33]([O:37][C:38](=[O:49])[NH:39][C:40]1([CH2:46][CH2:47]O)[CH2:45][CH2:44][O:43][CH2:42][CH2:41]1)([CH3:36])([CH3:35])[CH3:34], predict the reaction product. The product is: [C:33]([O:37][C:38](=[O:49])[NH:39][C:40]1([CH2:46][CH2:47][N:18]2[C:17](=[O:22])[C:16](=[CH:15][C:11]3[CH:10]=[C:9]4[C:14](=[CH:13][CH:12]=3)[N:6]([CH2:5][C:4]3[CH:23]=[CH:24][C:25]([C:27]([F:29])([F:28])[F:30])=[CH:26][C:3]=3[C:2]([F:31])([F:1])[F:32])[N:7]=[CH:8]4)[S:20][C:19]2=[O:21])[CH2:45][CH2:44][O:43][CH2:42][CH2:41]1)([CH3:36])([CH3:35])[CH3:34]. (6) Given the reactants N(C(OCC)=O)=NC(OCC)=O.[CH3:13][CH:14]([OH:16])[CH3:15].C1(P(C2C=CC=CC=2)C2C=CC=CC=2)C=CC=CC=1.O[N:37]1[C:41](=[O:42])[C:40]2=[CH:43][CH:44]=[CH:45][CH:46]=[C:39]2[C:38]1=[O:47], predict the reaction product. The product is: [CH:14]([O:16][N:37]1[C:41](=[O:42])[C:40]2[C:39](=[CH:46][CH:45]=[CH:44][CH:43]=2)[C:38]1=[O:47])([CH3:15])[CH3:13].